This data is from Reaction yield outcomes from USPTO patents with 853,638 reactions. The task is: Predict the reaction yield, written as a fraction of the theoretical maximum amount of product (1.0 means a 100% yield; for example, 0.34 means a 34% yield). (1) The reactants are [Mg].II.Br[CH:5]([CH2:7][CH2:8][CH3:9])[CH3:6].[CH2:10]([N:17]1[CH2:21][CH:20]([CH2:22]I)[CH2:19][C:18]1=[O:24])[C:11]1[CH:16]=[CH:15][CH:14]=[CH:13][CH:12]=1. The catalyst is C1COCC1. The product is [CH2:10]([N:17]1[CH2:21][CH:20]([CH2:22][CH:5]([CH3:6])[CH2:7][CH2:8][CH3:9])[CH2:19][C:18]1=[O:24])[C:11]1[CH:16]=[CH:15][CH:14]=[CH:13][CH:12]=1. The yield is 0.690. (2) The reactants are Br[C:2]1[CH:3]=[C:4]2[C:9](=[N:10][CH:11]=1)[NH:8][CH2:7][CH2:6][CH:5]2[OH:12].[CH3:13][N:14]1[CH2:19][CH2:18][N:17]([C:20]([C:22]2[CH:27]=[CH:26][C:25](B3OC(C)(C)C(C)(C)O3)=[CH:24][CH:23]=2)=[O:21])[CH2:16][CH2:15]1. The catalyst is CO.C(OCC)(=O)C. The product is [OH:12][CH:5]1[CH2:6][CH2:7][NH:8][C:9]2[N:10]=[CH:11][C:2]([C:25]3[CH:24]=[CH:23][C:22]([C:20]([N:17]4[CH2:18][CH2:19][N:14]([CH3:13])[CH2:15][CH2:16]4)=[O:21])=[CH:27][CH:26]=3)=[CH:3][C:4]1=2. The yield is 0.490. (3) The reactants are [C:1]1([CH2:7][CH2:8][CH2:9][CH2:10][CH2:11][CH2:12][C:13]([OH:15])=O)[CH:6]=[CH:5][CH:4]=[CH:3][CH:2]=1.F[P-](F)(F)(F)(F)F.N1(O[P+](N(C)C)(N(C)C)N(C)C)C2C=CC=CC=2N=N1.CCN(C(C)C)C(C)C.[CH:52]1([O:58][C:59](=[O:79])[CH2:60][CH2:61][C@H:62]([NH2:78])[CH2:63][S:64][C:65]2[CH:70]=[CH:69][C:68]([CH2:71][C:72]3[CH:77]=[CH:76][CH:75]=[CH:74][CH:73]=3)=[CH:67][CH:66]=2)[CH2:57][CH2:56][CH2:55][CH2:54][CH2:53]1. The catalyst is C1COCC1. The product is [CH:52]1([O:58][C:59](=[O:79])[CH2:60][CH2:61][C@H:62]([NH:78][C:13](=[O:15])[CH2:12][CH2:11][CH2:10][CH2:9][CH2:8][CH2:7][C:1]2[CH:2]=[CH:3][CH:4]=[CH:5][CH:6]=2)[CH2:63][S:64][C:65]2[CH:70]=[CH:69][C:68]([CH2:71][C:72]3[CH:73]=[CH:74][CH:75]=[CH:76][CH:77]=3)=[CH:67][CH:66]=2)[CH2:53][CH2:54][CH2:55][CH2:56][CH2:57]1. The yield is 0.840. (4) The reactants are [C:1]([C:4]1[CH:5]=[N:6][C:7]2[C:12]([C:13]=1[NH:14][C@H:15]1[CH2:20][CH2:19][C@H:18]([NH:21]C(=O)OC(C)(C)C)[CH2:17][CH2:16]1)=[CH:11][C:10]([C:29]1[CH:34]=[C:33]([O:35][CH3:36])[C:32]([OH:37])=[C:31]([Cl:38])[CH:30]=1)=[CH:9][CH:8]=2)(=[O:3])[CH3:2].C(O)(C(F)(F)F)=O. No catalyst specified. The product is [NH2:21][C@H:18]1[CH2:19][CH2:20][C@H:15]([NH:14][C:13]2[C:12]3[C:7](=[CH:8][CH:9]=[C:10]([C:29]4[CH:34]=[C:33]([O:35][CH3:36])[C:32]([OH:37])=[C:31]([Cl:38])[CH:30]=4)[CH:11]=3)[N:6]=[CH:5][C:4]=2[C:1](=[O:3])[CH3:2])[CH2:16][CH2:17]1. The yield is 0.480. (5) The reactants are [Cl-].O[NH3+:3].[C:4](=[O:7])([O-])[OH:5].[Na+].CS(C)=O.[CH3:13][CH:14]([N:16]1[C:21](=[O:22])[C:20]([CH2:23][C:24]2[CH:29]=[CH:28][C:27]([C:30]3[C:31]([C:36]#[N:37])=[CH:32][CH:33]=[CH:34][CH:35]=3)=[CH:26][CH:25]=2)=[C:19]([CH2:38][CH2:39][CH3:40])[N:18]2[N:41]=[CH:42][N:43]=[C:17]12)[CH3:15]. The catalyst is C(OCC)(=O)C. The product is [CH3:13][CH:14]([N:16]1[C:21](=[O:22])[C:20]([CH2:23][C:24]2[CH:25]=[CH:26][C:27]([C:30]3[CH:35]=[CH:34][CH:33]=[CH:32][C:31]=3[C:36]3[NH:3][C:4](=[O:7])[O:5][N:37]=3)=[CH:28][CH:29]=2)=[C:19]([CH2:38][CH2:39][CH3:40])[N:18]2[N:41]=[CH:42][N:43]=[C:17]12)[CH3:15]. The yield is 0.350. (6) The reactants are CC1(C)[O:9][C:8](=[O:10])[C:5]2([CH2:7][CH2:6]2)[C:4](=[O:11])O1.[F:13][C:14]1[CH:15]=[C:16]([CH:18]=[CH:19][C:20]=1[C:21]([F:24])([F:23])[F:22])[NH2:17]. The catalyst is C(O)C. The product is [F:13][C:14]1[CH:15]=[C:16]([N:17]2[CH2:6][CH2:7][CH:5]([C:8]([OH:9])=[O:10])[C:4]2=[O:11])[CH:18]=[CH:19][C:20]=1[C:21]([F:23])([F:24])[F:22]. The yield is 0.350.